Dataset: Catalyst prediction with 721,799 reactions and 888 catalyst types from USPTO. Task: Predict which catalyst facilitates the given reaction. (1) Reactant: [Cl:1][C:2]1[CH:3]=[C:4]([CH:6]=[CH:7][C:8]=1[Cl:9])[NH2:5].CC(C)=O.O.[Cl:15][C:16]1[C:24]([N+:25]([O-:27])=[O:26])=[CH:23][C:22]([C:28]([F:31])([F:30])[F:29])=[CH:21][C:17]=1[C:18](Cl)=[O:19].O. Product: [Cl:1][C:2]1[CH:3]=[C:4]([NH:5][C:18](=[O:19])[C:17]2[CH:21]=[C:22]([C:28]([F:31])([F:30])[F:29])[CH:23]=[C:24]([N+:25]([O-:27])=[O:26])[C:16]=2[Cl:15])[CH:6]=[CH:7][C:8]=1[Cl:9]. The catalyst class is: 21. (2) Reactant: C(OC(=O)[NH:7][C@H:8]([C:11]1[N:20]([C:21]2[CH:26]=[CH:25][CH:24]=[CH:23][CH:22]=2)[C:19](=[O:27])[C:18]2[C:13](=[CH:14][CH:15]=[CH:16][C:17]=2[F:28])[N:12]=1)[CH2:9][CH3:10])(C)(C)C.FC(F)(F)C(O)=O. Product: [NH2:7][C@H:8]([C:11]1[N:20]([C:21]2[CH:22]=[CH:23][CH:24]=[CH:25][CH:26]=2)[C:19](=[O:27])[C:18]2[C:13](=[CH:14][CH:15]=[CH:16][C:17]=2[F:28])[N:12]=1)[CH2:9][CH3:10]. The catalyst class is: 4. (3) Reactant: Cl.[F:2][C:3]1[CH:11]=[C:10]2[C:6]([C:7]([C:21]3[CH:22]=[N:23][N:24]([CH2:26][CH2:27][NH2:28])[CH:25]=3)=[CH:8][N:9]2[S:12]([C:15]2[CH:20]=[CH:19][CH:18]=[CH:17][CH:16]=2)(=[O:14])=[O:13])=[CH:5][CH:4]=1.[CH3:29][C:30](OC(C)=O)=[O:31]. Product: [F:2][C:3]1[CH:11]=[C:10]2[C:6]([C:7]([C:21]3[CH:22]=[N:23][N:24]([CH2:26][CH2:27][NH:28][C:30](=[O:31])[CH3:29])[CH:25]=3)=[CH:8][N:9]2[S:12]([C:15]2[CH:16]=[CH:17][CH:18]=[CH:19][CH:20]=2)(=[O:14])=[O:13])=[CH:5][CH:4]=1. The catalyst class is: 17.